This data is from Forward reaction prediction with 1.9M reactions from USPTO patents (1976-2016). The task is: Predict the product of the given reaction. (1) Given the reactants [NH2:1][C:2]1[CH:7]=[CH:6][C:5]([OH:8])=[CH:4][CH:3]=1.Cl[C:10]1[C:19]2[C:14](=[CH:15][C:16]([Cl:20])=[CH:17][CH:18]=2)[N:13]=[CH:12][CH:11]=1, predict the reaction product. The product is: [Cl:20][C:16]1[CH:15]=[C:14]2[C:19]([C:10]([NH:1][C:2]3[CH:7]=[CH:6][C:5]([OH:8])=[CH:4][CH:3]=3)=[CH:11][CH:12]=[N:13]2)=[CH:18][CH:17]=1. (2) Given the reactants [CH3:1][N:2]([C:22]1[CH:27]=[CH:26][CH:25]=[CH:24][CH:23]=1)[C:3](=[O:21])[CH2:4][N:5]1[C:9]2[CH:10]=[C:11]([C:14]3[CH:19]=[CH:18][CH:17]=[CH:16][CH:15]=3)[CH:12]=[CH:13][C:8]=2[NH:7][C:6]1=[O:20].[CH3:28][CH:29](O)[CH3:30].C1(P(C2C=CC=CC=2)C2C=CC=CC=2)C=CC=CC=1.N(C(OCC)=O)=NC(OCC)=O, predict the reaction product. The product is: [CH:29]([N:7]1[C:8]2[CH:13]=[CH:12][C:11]([C:14]3[CH:19]=[CH:18][CH:17]=[CH:16][CH:15]=3)=[CH:10][C:9]=2[N:5]([CH2:4][C:3]([N:2]([CH3:1])[C:22]2[CH:27]=[CH:26][CH:25]=[CH:24][CH:23]=2)=[O:21])[C:6]1=[O:20])([CH3:30])[CH3:28].